This data is from Reaction yield outcomes from USPTO patents with 853,638 reactions. The task is: Predict the reaction yield, written as a fraction of the theoretical maximum amount of product (1.0 means a 100% yield; for example, 0.34 means a 34% yield). (1) The reactants are CS(O[CH2:6][C@@H:7]([NH:17][C:18]([O:20][C:21]([CH3:24])([CH3:23])[CH3:22])=[O:19])[CH2:8][CH:9]1[CH2:14][CH2:13][C:12]([F:16])([F:15])[CH2:11][CH2:10]1)(=O)=O.[CH3:25][NH2:26]. The catalyst is CCOC(C)=O. The product is [F:15][C:12]1([F:16])[CH2:13][CH2:14][CH:9]([CH2:8][C@H:7]([NH:17][C:18](=[O:19])[O:20][C:21]([CH3:24])([CH3:23])[CH3:22])[CH2:6][NH:26][CH3:25])[CH2:10][CH2:11]1. The yield is 0.344. (2) The reactants are C([NH:8][C@H:9]1[CH2:14][CH2:13][N:12](C(OC(C)(C)C)=O)[CH2:11][C@H:10]1[F:22])C1C=CC=CC=1.Cl[C:24]([O:26][CH2:27][C:28]1[CH:33]=[CH:32][CH:31]=[CH:30][CH:29]=1)=[O:25]. The catalyst is C(O)C.[OH-].[OH-].[Pd+2]. The product is [CH2:27]([O:26][C:24]([NH:8][CH:9]1[CH2:14][CH2:13][NH:12][CH2:11][CH:10]1[F:22])=[O:25])[C:28]1[CH:33]=[CH:32][CH:31]=[CH:30][CH:29]=1. The yield is 0.980. (3) The reactants are [C:1]([C:4]1[CH:9]=[CH:8][C:7](/[C:10](/[C:27]2[CH:32]=[CH:31][C:30]([C:33]([F:36])([F:35])[F:34])=[CH:29][CH:28]=2)=[CH:11]\[CH:12]=[CH:13]\[C:14]([NH:16][C:17]2[CH:26]=[CH:25][CH:24]=[C:23]3[C:18]=2[CH:19]=[CH:20][N:21]=[CH:22]3)=[O:15])=[CH:6][CH:5]=1)(=O)[CH3:2].Cl.[NH2:38][OH:39].N1C=CC=CC=1.O. The catalyst is C(O)C. The product is [OH:39]/[N:38]=[C:1](/[C:4]1[CH:5]=[CH:6][C:7](/[C:10](/[C:27]2[CH:32]=[CH:31][C:30]([C:33]([F:34])([F:35])[F:36])=[CH:29][CH:28]=2)=[CH:11]\[CH:12]=[CH:13]\[C:14]([NH:16][C:17]2[CH:26]=[CH:25][CH:24]=[C:23]3[C:18]=2[CH:19]=[CH:20][N:21]=[CH:22]3)=[O:15])=[CH:8][CH:9]=1)\[CH3:2]. The yield is 0.730. (4) The reactants are [CH3:1][C:2]1[CH:9]=[CH:8][C:7]([CH3:10])=[CH:6][C:3]=1[CH2:4]Cl.[C]=[O:12].[OH-].[Na+].Cl.[CH:16]([OH:19])(C)C. The catalyst is C([O-])(=O)C.C([O-])(=O)C.C1(P(C2C=CC=CC=2)C2C=CC=CC=2)C=CC=CC=1.C1(P(C2C=CC=CC=2)C2C=CC=CC=2)C=CC=CC=1.[Pd+2].O.C(N(CC)CC)C. The product is [CH3:1][C:2]1[CH:9]=[CH:8][C:7]([CH3:10])=[CH:6][C:3]=1[CH2:4][C:16]([OH:19])=[O:12]. The yield is 0.857. (5) The reactants are [O:1]1[C:5]2[CH:6]=[CH:7][C:8]([CH:10]=[CH:11][C:12]([OH:14])=[O:13])=[CH:9][C:4]=2[O:3][CH2:2]1.[H][H]. The catalyst is C(O)C.[Pd]. The product is [O:1]1[C:5]2[CH:6]=[CH:7][C:8]([CH2:10][CH2:11][C:12]([OH:14])=[O:13])=[CH:9][C:4]=2[O:3][CH2:2]1. The yield is 0.800. (6) The reactants are [C:1]([O:5][C:6]([NH:8][C@@H:9]1[C:23](=[O:24])[N:22]2[CH2:25][C@@H:26]([OH:28])[CH2:27][C@H:21]2[C:20](=[O:29])[NH:19][C@:18]2([C:31]([O:33][CH2:34][CH3:35])=[O:32])[CH2:30][C@H:17]2[CH:16]=[CH:15][CH2:14][CH2:13][CH2:12][CH2:11][CH2:10]1)=[O:7])([CH3:4])([CH3:3])[CH3:2].C(N(C(C)C)C(C)C)C.CN1C=CN=C1.[C:51](O[C:51](=[O:58])[C:52]1[CH:57]=[CH:56][CH:55]=[CH:54][CH:53]=1)(=[O:58])[C:52]1[CH:57]=[CH:56][CH:55]=[CH:54][CH:53]=1. The catalyst is ClCCl.CN(C1C=CN=CC=1)C.C(OCC)(=O)C. The product is [C:51]([O:28][C@@H:26]1[CH2:25][N:22]2[C:23](=[O:24])[C@@H:9]([NH:8][C:6]([O:5][C:1]([CH3:4])([CH3:3])[CH3:2])=[O:7])[CH2:10][CH2:11][CH2:12][CH2:13][CH2:14][CH:15]=[CH:16][C@@H:17]3[CH2:30][C@@:18]3([C:31]([O:33][CH2:34][CH3:35])=[O:32])[NH:19][C:20](=[O:29])[C@@H:21]2[CH2:27]1)(=[O:58])[C:52]1[CH:57]=[CH:56][CH:55]=[CH:54][CH:53]=1. The yield is 0.830. (7) The reactants are [OH:1][C@H:2]1[CH2:6][CH2:5][NH:4][CH2:3]1.[CH:7](=O)[C:8]1[CH:13]=[CH:12][CH:11]=[CH:10][CH:9]=1.C(O[BH-](OC(=O)C)OC(=O)C)(=O)C.[Na+]. The catalyst is C(Cl)Cl. The product is [CH2:7]([N:4]1[CH2:5][CH2:6][C@H:2]([OH:1])[CH2:3]1)[C:8]1[CH:13]=[CH:12][CH:11]=[CH:10][CH:9]=1. The yield is 0.730.